This data is from Catalyst prediction with 721,799 reactions and 888 catalyst types from USPTO. The task is: Predict which catalyst facilitates the given reaction. (1) Reactant: [F:1][C:2]([F:21])([F:20])[C:3]([NH:5][C:6]1[CH:11]=[C:10]([O:12][CH3:13])[CH:9]=[CH:8][C:7]=1[C:14]#[C:15][Si](C)(C)C)=[O:4].[F-].C([N+](CCCC)(CCCC)CCCC)CCC. Product: [C:14]([C:7]1[CH:8]=[CH:9][C:10]([O:12][CH3:13])=[CH:11][C:6]=1[NH:5][C:3](=[O:4])[C:2]([F:20])([F:1])[F:21])#[CH:15]. The catalyst class is: 7. (2) Reactant: C([O:3][C:4](=O)[C:5]1[CH:10]=[CH:9][CH:8]=[C:7]([Br:11])[CH:6]=1)C.C(O)C.O.[NH2:17][NH2:18]. Product: [Br:11][C:7]1[CH:6]=[C:5]([CH:10]=[CH:9][CH:8]=1)[C:4]([NH:17][NH2:18])=[O:3]. The catalyst class is: 6. (3) Reactant: [Cl:1][C:2]1[C:16]([Cl:17])=[CH:15][C:5]2[NH:6][C:7]([C:9](=[O:14])[C:10]([F:13])([F:12])[F:11])=[N:8][C:4]=2[CH:3]=1.Br.Br[CH2:20][CH2:21][NH2:22].C(=O)([O-])[O-].[K+].[K+]. Product: [Cl:17][C:16]1[C:2]([Cl:1])=[CH:3][C:4]2[NH:8][C:7]([C:9]3([C:10]([F:13])([F:11])[F:12])[NH:22][CH2:21][CH2:20][O:14]3)=[N:6][C:5]=2[CH:15]=1. The catalyst class is: 39.